This data is from Catalyst prediction with 721,799 reactions and 888 catalyst types from USPTO. The task is: Predict which catalyst facilitates the given reaction. (1) Reactant: CC(C)([O-])C.[Na+].I[C:8]1[CH:13]=[CH:12][C:11]([C:14]([F:17])([F:16])[F:15])=[CH:10][CH:9]=1.[NH:18]1[CH2:23][CH2:22][CH:21]([CH2:24][NH:25][C:26](=[O:32])[O:27][C:28]([CH3:31])([CH3:30])[CH3:29])[CH2:20][CH2:19]1. Product: [C:28]([O:27][C:26](=[O:32])[NH:25][CH2:24][CH:21]1[CH2:20][CH2:19][N:18]([C:8]2[CH:13]=[CH:12][C:11]([C:14]([F:17])([F:16])[F:15])=[CH:10][CH:9]=2)[CH2:23][CH2:22]1)([CH3:31])([CH3:29])[CH3:30]. The catalyst class is: 11. (2) Reactant: C([N:8]1[CH2:13][CH2:12][CH:11]([N:14]2[CH2:18][CH2:17][N:16]([CH2:19][CH2:20][CH2:21][N:22]3[CH2:27][CH2:26][O:25][CH2:24][CH2:23]3)[C:15]2=[C:28]([C:31]#[N:32])[C:29]#[N:30])[CH2:10][CH2:9]1)C1C=CC=CC=1.ClC(OC(Cl)C)=O. Product: [O:25]1[CH2:26][CH2:27][N:22]([CH2:21][CH2:20][CH2:19][N:16]2[CH2:17][CH2:18][N:14]([CH:11]3[CH2:12][CH2:13][NH:8][CH2:9][CH2:10]3)[C:15]2=[C:28]([C:29]#[N:30])[C:31]#[N:32])[CH2:23][CH2:24]1. The catalyst class is: 26. (3) Reactant: [N:1]1([C:7]2[CH:12]=[C:11]3[N:13](C(OC(C)(C)C)=O)[CH2:14][C:15]4([CH2:20][CH2:19][S:18](=[O:22])(=[O:21])[CH2:17][CH2:16]4)[C:10]3=[CH:9][CH:8]=2)[CH2:6][CH2:5][O:4][CH2:3][CH2:2]1.C(O)(C(F)(F)F)=O. Product: [N:1]1([C:7]2[CH:12]=[C:11]3[NH:13][CH2:14][C:15]4([CH2:20][CH2:19][S:18](=[O:21])(=[O:22])[CH2:17][CH2:16]4)[C:10]3=[CH:9][CH:8]=2)[CH2:6][CH2:5][O:4][CH2:3][CH2:2]1. The catalyst class is: 2. (4) Reactant: [Si]([O:8][CH2:9][CH2:10][N:11]1[C:15]2[C:16]([O:21][C@@H:22]([C@H:24]3[CH2:28][N:27]([C@@H](C4C=CC(OC)=CC=4)C)[C:26](=[O:39])[CH2:25]3)[CH3:23])=[N:17][C:18]([Cl:20])=[CH:19][C:14]=2[N:13]=[CH:12]1)(C(C)(C)C)(C)C.FC(F)(F)C(O)=O.CO. Product: [Cl:20][C:18]1[N:17]=[C:16]([O:21][C@@H:22]([C@H:24]2[CH2:28][NH:27][C:26](=[O:39])[CH2:25]2)[CH3:23])[C:15]2[N:11]([CH2:10][CH2:9][OH:8])[CH:12]=[N:13][C:14]=2[CH:19]=1. The catalyst class is: 4. (5) Reactant: C[O:2][C:3](=[O:33])[CH2:4][N:5]1[C:13]2[C:8](=[CH:9][C:10]([F:14])=[CH:11][CH:12]=2)[C:7]([CH2:15][C:16]2[C:17]([S:22]([C:25]3[CH:30]=[CH:29][CH:28]=[C:27]([Cl:31])[CH:26]=3)(=[O:24])=[O:23])=[N:18][CH:19]=[CH:20][CH:21]=2)=[C:6]1[CH3:32].[OH-].[Li+]. Product: [Cl:31][C:27]1[CH:26]=[C:25]([S:22]([C:17]2[C:16]([CH2:15][C:7]3[C:8]4[C:13](=[CH:12][CH:11]=[C:10]([F:14])[CH:9]=4)[N:5]([CH2:4][C:3]([OH:33])=[O:2])[C:6]=3[CH3:32])=[CH:21][CH:20]=[CH:19][N:18]=2)(=[O:24])=[O:23])[CH:30]=[CH:29][CH:28]=1. The catalyst class is: 7. (6) Reactant: [F:1][C:2]1[CH:7]=[CH:6][C:5]([F:8])=[CH:4][C:3]=1[CH:9]([S:20]([C:23]1[CH:28]=[CH:27][C:26]([F:29])=[CH:25][CH:24]=1)(=[O:22])=[O:21])[C:10]1[C:11]([CH3:19])=[CH:12][C:13]([C:16]([OH:18])=O)=[N:14][CH:15]=1.Cl.CN.O[N:34]1[C:38]2C=CC=CC=2N=N1.CN1CCOCC1.Cl.C(N=C=NCCCN(C)C)C. Product: [F:1][C:2]1[CH:7]=[CH:6][C:5]([F:8])=[CH:4][C:3]=1[CH:9]([S:20]([C:23]1[CH:28]=[CH:27][C:26]([F:29])=[CH:25][CH:24]=1)(=[O:21])=[O:22])[C:10]1[C:11]([CH3:19])=[CH:12][C:13]([C:16]([NH:34][CH3:38])=[O:18])=[N:14][CH:15]=1. The catalyst class is: 34. (7) Reactant: F[C:2]1[CH:3]=[CH:4][C:5]2[N:6]([C:8]([C:11]3[S:15][C:14]([C:16](=[O:18])[CH3:17])=[CH:13][CH:12]=3)=[CH:9][N:10]=2)[N:7]=1.C([O:23][C:24](=[O:31])[N:25]([CH2:27][CH2:28][CH2:29][NH2:30])C)(C)(C)C.Cl. Product: [C:16]([OH:18])(=[O:23])[CH3:17].[C:24]([OH:23])(=[O:31])[CH3:2].[CH3:24][NH:25][CH2:27][CH2:28][CH2:29][NH:30][C:2]1[CH:3]=[CH:4][C:5]2[N:6]([C:8]([C:11]3[S:15][C:14]([C:16](=[O:18])[CH3:17])=[CH:13][CH:12]=3)=[CH:9][N:10]=2)[N:7]=1. The catalyst class is: 5.